From a dataset of Forward reaction prediction with 1.9M reactions from USPTO patents (1976-2016). Predict the product of the given reaction. (1) Given the reactants [CH2:1]([O:3][C:4](=[O:23])[CH2:5][CH2:6][C:7]1[C:8]2[C:19](O)([CH3:20])[C:18]3[C:13](=[CH:14][CH:15]=[CH:16][CH:17]=3)[C:12](=[O:22])[C:9]=2[O:10][CH:11]=1)[CH3:2].[SiH](CC)(CC)CC.B(F)(F)F.CCOCC.[CH3:40][C:41]([Si:44](Cl)([CH3:46])[CH3:45])([CH3:43])[CH3:42].N1C=CN=C1, predict the reaction product. The product is: [CH2:1]([O:3][C:4](=[O:23])[CH2:5][CH2:6][C:7]1[C:8]2[C:19]([CH3:20])=[C:18]3[C:13]([CH:14]=[CH:15][CH:16]=[CH:17]3)=[C:12]([O:22][Si:44]([C:41]([CH3:43])([CH3:42])[CH3:40])([CH3:46])[CH3:45])[C:9]=2[O:10][CH:11]=1)[CH3:2]. (2) Given the reactants [C:1]([CH:4]1[C:8](=O)[CH:7]([C:10]2[CH:15]=[CH:14][C:13]([Cl:16])=[CH:12][CH:11]=2)[N:6]([C:17]2[CH:22]=[C:21]([CH3:23])[C:20](=[O:24])[N:19]([CH3:25])[CH:18]=2)[C:5]1=[O:26])(=O)[CH3:2].[CH3:27][NH:28][NH2:29], predict the reaction product. The product is: [Cl:16][C:13]1[CH:14]=[CH:15][C:10]([CH:7]2[C:8]3[N:28]([CH3:27])[N:29]=[C:1]([CH3:2])[C:4]=3[C:5](=[O:26])[N:6]2[C:17]2[CH:22]=[C:21]([CH3:23])[C:20](=[O:24])[N:19]([CH3:25])[CH:18]=2)=[CH:11][CH:12]=1. (3) Given the reactants [F:1][C:2]1[CH:7]=[CH:6][CH:5]=[CH:4][C:3]=1[NH:8][N:9]=[C:10]([CH3:19])[CH2:11][C:12]([O:14][C:15]([CH3:18])([CH3:17])[CH3:16])=[O:13].[CH3:20]OC(OC)N(C)C, predict the reaction product. The product is: [F:1][C:2]1[CH:7]=[CH:6][CH:5]=[CH:4][C:3]=1[N:8]1[CH:20]=[C:11]([C:12]([O:14][C:15]([CH3:18])([CH3:17])[CH3:16])=[O:13])[C:10]([CH3:19])=[N:9]1. (4) Given the reactants CC([O-])(C)C.[K+].[C:7]([O:15][CH2:16][CH3:17])(=[O:14])[CH2:8][C:9]([O:11][CH2:12][CH3:13])=[O:10].Br[C:19]1[C:20](=[O:36])[N:21]([C:25]2[C:30]([CH3:31])=[CH:29][C:28]([N+:32]([O-:34])=[O:33])=[CH:27][C:26]=2[CH3:35])[CH:22]=[CH:23][CH:24]=1, predict the reaction product. The product is: [CH2:16]([O:15][C:7](=[O:14])[CH:8]([C:19]1[C:20](=[O:36])[N:21]([C:25]2[C:30]([CH3:31])=[CH:29][C:28]([N+:32]([O-:34])=[O:33])=[CH:27][C:26]=2[CH3:35])[CH:22]=[CH:23][CH:24]=1)[C:9]([O:11][CH2:12][CH3:13])=[O:10])[CH3:17]. (5) Given the reactants C([O-])=O.[CH3:4][N+:5]([CH3:35])([CH3:34])[CH2:6][C@H:7]([NH:16][C:17]([NH:19][CH2:20][CH2:21][CH2:22][CH2:23][CH2:24][CH2:25][CH2:26][CH2:27][CH2:28][CH2:29][CH2:30][CH2:31][O:32][CH3:33])=[O:18])[CH2:8][C:9]([O:11]CC(C)C)=[O:10], predict the reaction product. The product is: [CH3:35][N+:5]([CH3:4])([CH3:34])[CH2:6][C@H:7]([NH:16][C:17]([NH:19][CH2:20][CH2:21][CH2:22][CH2:23][CH2:24][CH2:25][CH2:26][CH2:27][CH2:28][CH2:29][CH2:30][CH2:31][O:32][CH3:33])=[O:18])[CH2:8][C:9]([O-:11])=[O:10]. (6) Given the reactants [C:1]([N:8]1[CH:12]=[CH:11]N=[CH:9]1)(N1C=CN=C1)=O.CN(C)C([C:17]1[NH:18][C:19]2[C:24]([CH:25]=1)=[CH:23][C:22]([NH2:26])=[CH:21][CH:20]=2)C.[CH:28]1[CH:33]=[CH:32][C:31]([O:34][C:35]2[CH:40]=[CH:39][C:38]([NH2:41])=[CH:37][CH:36]=2)=[CH:30][CH:29]=1.CN(C)[CH:44]=[O:45], predict the reaction product. The product is: [CH3:9][N:8]([CH3:1])[CH2:12][CH2:11][N:18]1[C:19]2[C:24](=[CH:23][C:22]([NH:26][C:44]([NH:41][C:38]3[CH:39]=[CH:40][C:35]([O:34][C:31]4[CH:30]=[CH:29][CH:28]=[CH:33][CH:32]=4)=[CH:36][CH:37]=3)=[O:45])=[CH:21][CH:20]=2)[CH:25]=[CH:17]1. (7) Given the reactants [Cl:1][C:2]1[CH:3]=[C:4]([NH:8][CH2:9][C:10]([OH:12])=[O:11])[CH:5]=[CH:6][CH:7]=1.Br[C:14]1([CH2:25][C:26]2[CH:31]=[CH:30][CH:29]=[C:28]([Cl:32])[CH:27]=2)[C:22]2[C:17](=[CH:18][C:19]([Cl:23])=[CH:20][CH:21]=2)[NH:16][C:15]1=[O:24].O1CCOCC1, predict the reaction product. The product is: [Cl:23][C:19]1[CH:18]=[C:17]2[C:22]([C:14]([N:8]([CH2:9][C:10]([OH:12])=[O:11])[C:4]3[CH:5]=[CH:6][CH:7]=[C:2]([Cl:1])[CH:3]=3)([CH2:25][C:26]3[CH:31]=[CH:30][CH:29]=[C:28]([Cl:32])[CH:27]=3)[C:15](=[O:24])[NH:16]2)=[CH:21][CH:20]=1. (8) The product is: [Cl:33][C:34]1[NH:42][C:41]2[C:40](=[O:43])[N:39]([CH2:44][CH2:45][CH2:46][CH2:47][C:48]3[N:49]=[C:1]([C:2]4[CH:3]=[CH:4][CH:5]=[CH:6][CH:7]=4)[O:9][N:51]=3)[C:38](=[O:52])[N:37]([CH2:53][CH2:54][CH2:55][CH2:56][CH3:57])[C:36]=2[N:35]=1. Given the reactants [C:1]([OH:9])(=O)[C:2]1[CH:7]=[CH:6][CH:5]=[CH:4][CH:3]=1.O.N1(O)C2C=CC=CC=2N=N1.Cl.CN(C)CCCN=C=NCC.[Cl:33][C:34]1[NH:42][C:41]2[C:40](=[O:43])[N:39]([CH2:44][CH2:45][CH2:46][CH2:47][C:48](=[NH:51])[NH:49]O)[C:38](=[O:52])[N:37]([CH2:53][CH2:54][CH2:55][CH2:56][CH3:57])[C:36]=2[N:35]=1, predict the reaction product.